This data is from Forward reaction prediction with 1.9M reactions from USPTO patents (1976-2016). The task is: Predict the product of the given reaction. (1) Given the reactants [Br:1][C:2]1[CH:7]=[CH:6][C:5]([NH:8][C:9](=[O:15])[O:10][C:11]([CH3:14])([CH3:13])[CH3:12])=[CH:4][CH:3]=1.[CH2:16](Br)[C:17]1[CH:22]=[CH:21][CH:20]=[CH:19][CH:18]=1.[H-].[Na+], predict the reaction product. The product is: [CH2:16]([N:8]([C:5]1[CH:4]=[CH:3][C:2]([Br:1])=[CH:7][CH:6]=1)[C:9](=[O:15])[O:10][C:11]([CH3:12])([CH3:14])[CH3:13])[C:17]1[CH:22]=[CH:21][CH:20]=[CH:19][CH:18]=1. (2) Given the reactants [C:1]1([S:7][S:8][C:9]2[CH:14]=[CH:13][CH:12]=[CH:11][CH:10]=2)[CH:6]=[CH:5][CH:4]=[CH:3][CH:2]=1.Cl[S:16]([OH:19])(=[O:18])=[O:17], predict the reaction product. The product is: [C:12]1([S:16]([OH:19])(=[O:18])=[O:17])[CH:13]=[CH:14][C:9]([S:8][S:7][C:1]2[CH:2]=[CH:3][C:4]([S:16]([OH:19])(=[O:18])=[O:17])=[CH:5][CH:6]=2)=[CH:10][CH:11]=1. (3) Given the reactants Br[C:2]1[N:3]=[C:4]([O:9][CH:10]([C:12]2[C:17]([Cl:18])=[CH:16][CH:15]=[C:14]([F:19])[C:13]=2[Cl:20])[CH3:11])[C:5]([NH2:8])=[N:6][CH:7]=1.Br[C:22]1[CH:27]=[CH:26][C:25](B(O)O)=[CH:24][CH:23]=1.[CH3:31][PH:32](=[O:34])[CH3:33], predict the reaction product. The product is: [Cl:20][C:13]1[C:14]([F:19])=[CH:15][CH:16]=[C:17]([Cl:18])[C:12]=1[CH:10]([O:9][C:4]1[C:5]([NH2:8])=[N:6][CH:7]=[C:2]([C:22]2[CH:27]=[CH:26][C:25]([P:32]([CH3:33])([CH3:31])=[O:34])=[CH:24][CH:23]=2)[N:3]=1)[CH3:11]. (4) The product is: [CH2:32]([N:34]([CH2:37][CH3:38])[CH2:35][CH2:36][N:20]1[C:19](=[O:24])/[C:18](=[CH:17]/[C:13]2[CH:12]=[C:11]3[C:16](=[CH:15][CH:14]=2)[N:8]([CH2:7][C:6]2[CH:25]=[CH:26][C:3]([O:2][CH3:1])=[CH:4][C:5]=2[C:27]([F:30])([F:29])[F:28])[N:9]=[CH:10]3)/[S:22][C:21]1=[O:23])[CH3:33]. Given the reactants [CH3:1][O:2][C:3]1[CH:26]=[CH:25][C:6]([CH2:7][N:8]2[C:16]3[C:11](=[CH:12][C:13](/[CH:17]=[C:18]4/[C:19](=[O:24])[NH:20][C:21](=[O:23])[S:22]/4)=[CH:14][CH:15]=3)[CH:10]=[N:9]2)=[C:5]([C:27]([F:30])([F:29])[F:28])[CH:4]=1.Cl.[CH2:32]([N:34]([CH2:37][CH2:38]Cl)[CH2:35][CH3:36])[CH3:33], predict the reaction product. (5) Given the reactants [Cl:1][C:2]1[C:10]([F:11])=[CH:9][CH:8]=[CH:7][C:3]=1[C:4]([OH:6])=O.[O:12]1[CH2:17][CH2:16][CH:15]([CH:18]([C:21]2[CH:22]=[N:23][C:24]([C:27]([F:30])([F:29])[F:28])=[CH:25][CH:26]=2)[CH2:19][NH2:20])[CH2:14][CH2:13]1, predict the reaction product. The product is: [Cl:1][C:2]1[C:10]([F:11])=[CH:9][CH:8]=[CH:7][C:3]=1[C:4]([NH:20][CH2:19][CH:18]([CH:15]1[CH2:16][CH2:17][O:12][CH2:13][CH2:14]1)[C:21]1[CH:22]=[N:23][C:24]([C:27]([F:30])([F:28])[F:29])=[CH:25][CH:26]=1)=[O:6]. (6) Given the reactants [CH3:1][O:2][C:3]1[CH:8]=[C:7]([CH3:9])[C:6]([S:10]([N:13]2[CH2:18][CH2:17][CH2:16][CH2:15][CH:14]2[CH2:19][CH2:20][CH2:21][S:22]([O:25]C2C(F)=C(F)C(F)=C(F)C=2F)(=O)=[O:23])(=[O:12])=[O:11])=[C:5]([CH3:37])[CH:4]=1.[CH3:38][N:39]1[CH2:44][CH2:43][CH:42]([N:45]2[CH2:50][CH2:49][NH:48][CH2:47][CH2:46]2)[CH2:41][CH2:40]1.N12CCCN=C1CCCCC2.C(=O)(O)[O-].[Na+], predict the reaction product. The product is: [CH3:1][O:2][C:3]1[CH:4]=[C:5]([CH3:37])[C:6]([S:10]([N:13]2[CH2:18][CH2:17][CH2:16][CH2:15][CH:14]2[CH2:19][CH2:20][CH2:21][S:22]([N:48]2[CH2:47][CH2:46][N:45]([CH:42]3[CH2:43][CH2:44][N:39]([CH3:38])[CH2:40][CH2:41]3)[CH2:50][CH2:49]2)(=[O:23])=[O:25])(=[O:11])=[O:12])=[C:7]([CH3:9])[CH:8]=1. (7) Given the reactants CC1(C)C(C)(C)[O:5][B:4]([C:9]2[CH:15]=[CH:14][C:12]([NH2:13])=[CH:11][CH:10]=2)[O:3]1.ClS([N:21]=[C:22]=[O:23])(=O)=O.[OH-].[Na+], predict the reaction product. The product is: [NH2:21][C:22]([NH:13][C:12]1[CH:11]=[CH:10][C:9]([B:4]([OH:3])[OH:5])=[CH:15][CH:14]=1)=[O:23].